This data is from NCI-60 drug combinations with 297,098 pairs across 59 cell lines. The task is: Regression. Given two drug SMILES strings and cell line genomic features, predict the synergy score measuring deviation from expected non-interaction effect. (1) Drug 1: CC1=C2C(C(=O)C3(C(CC4C(C3C(C(C2(C)C)(CC1OC(=O)C(C(C5=CC=CC=C5)NC(=O)OC(C)(C)C)O)O)OC(=O)C6=CC=CC=C6)(CO4)OC(=O)C)O)C)O. Drug 2: CC1C(C(CC(O1)OC2CC(OC(C2O)C)OC3=CC4=CC5=C(C(=O)C(C(C5)C(C(=O)C(C(C)O)O)OC)OC6CC(C(C(O6)C)O)OC7CC(C(C(O7)C)O)OC8CC(C(C(O8)C)O)(C)O)C(=C4C(=C3C)O)O)O)O. Cell line: NCI/ADR-RES. Synergy scores: CSS=7.63, Synergy_ZIP=-1.15, Synergy_Bliss=1.55, Synergy_Loewe=0.259, Synergy_HSA=-0.533. (2) Drug 2: C1CNP(=O)(OC1)N(CCCl)CCCl. Drug 1: C1=NC2=C(N=C(N=C2N1C3C(C(C(O3)CO)O)O)F)N. Cell line: HCT-15. Synergy scores: CSS=-7.87, Synergy_ZIP=4.04, Synergy_Bliss=2.04, Synergy_Loewe=-6.41, Synergy_HSA=-6.38. (3) Synergy scores: CSS=6.47, Synergy_ZIP=-2.92, Synergy_Bliss=-0.844, Synergy_Loewe=-0.418, Synergy_HSA=-0.387. Drug 1: C1CCC(C1)C(CC#N)N2C=C(C=N2)C3=C4C=CNC4=NC=N3. Cell line: MDA-MB-231. Drug 2: C1CC(=O)NC(=O)C1N2CC3=C(C2=O)C=CC=C3N. (4) Cell line: MALME-3M. Drug 2: C1CCC(C(C1)N)N.C(=O)(C(=O)[O-])[O-].[Pt+4]. Synergy scores: CSS=12.6, Synergy_ZIP=-3.37, Synergy_Bliss=0.423, Synergy_Loewe=-3.09, Synergy_HSA=1.82. Drug 1: C1=NC2=C(N=C(N=C2N1C3C(C(C(O3)CO)O)O)F)N. (5) Synergy scores: CSS=1.50, Synergy_ZIP=-1.38, Synergy_Bliss=1.09, Synergy_Loewe=0.444, Synergy_HSA=0.311. Cell line: NCI-H322M. Drug 1: CC12CCC(CC1=CCC3C2CCC4(C3CC=C4C5=CN=CC=C5)C)O. Drug 2: CC1=CC=C(C=C1)C2=CC(=NN2C3=CC=C(C=C3)S(=O)(=O)N)C(F)(F)F. (6) Drug 1: C1CCC(C1)C(CC#N)N2C=C(C=N2)C3=C4C=CNC4=NC=N3. Drug 2: C1CNP(=O)(OC1)N(CCCl)CCCl. Cell line: HOP-92. Synergy scores: CSS=0.617, Synergy_ZIP=1.21, Synergy_Bliss=0.515, Synergy_Loewe=-9.41, Synergy_HSA=-5.69. (7) Drug 1: C1=CN(C(=O)N=C1N)C2C(C(C(O2)CO)O)O.Cl. Drug 2: CC1C(C(CC(O1)OC2CC(OC(C2O)C)OC3=CC4=CC5=C(C(=O)C(C(C5)C(C(=O)C(C(C)O)O)OC)OC6CC(C(C(O6)C)O)OC7CC(C(C(O7)C)O)OC8CC(C(C(O8)C)O)(C)O)C(=C4C(=C3C)O)O)O)O. Cell line: OVCAR3. Synergy scores: CSS=24.7, Synergy_ZIP=-3.57, Synergy_Bliss=0.448, Synergy_Loewe=-14.5, Synergy_HSA=-0.191. (8) Drug 1: CC1=C2C(C(=O)C3(C(CC4C(C3C(C(C2(C)C)(CC1OC(=O)C(C(C5=CC=CC=C5)NC(=O)OC(C)(C)C)O)O)OC(=O)C6=CC=CC=C6)(CO4)OC(=O)C)O)C)O. Drug 2: CS(=O)(=O)CCNCC1=CC=C(O1)C2=CC3=C(C=C2)N=CN=C3NC4=CC(=C(C=C4)OCC5=CC(=CC=C5)F)Cl. Cell line: NCIH23. Synergy scores: CSS=27.7, Synergy_ZIP=19.1, Synergy_Bliss=23.4, Synergy_Loewe=21.1, Synergy_HSA=21.4.